This data is from Full USPTO retrosynthesis dataset with 1.9M reactions from patents (1976-2016). The task is: Predict the reactants needed to synthesize the given product. (1) Given the product [N:18]1([CH2:17][C:14]2[CH:15]=[CH:16][C:11]([S:10][C:7]3[CH:6]=[CH:5][C:4]([C:3]([OH:24])=[O:2])=[CH:9][CH:8]=3)=[CH:12][CH:13]=2)[CH2:23][CH2:22][O:21][CH2:20][CH2:19]1, predict the reactants needed to synthesize it. The reactants are: C[O:2][C:3](=[O:24])[C:4]1[CH:9]=[CH:8][C:7]([S:10][C:11]2[CH:16]=[CH:15][C:14]([CH2:17][N:18]3[CH2:23][CH2:22][O:21][CH2:20][CH2:19]3)=[CH:13][CH:12]=2)=[CH:6][CH:5]=1.Cl. (2) Given the product [CH:1]1([O:6][C:7]2[CH:18]=[CH:17][C:10]([CH2:11][CH:12]3[CH2:13][O:14][CH:22]([CH2:23][CH2:24][CH2:25][NH:26][C:27](=[O:29])[CH3:28])[O:16][CH2:15]3)=[CH:9][CH:8]=2)[CH2:2][CH2:3][CH2:4][CH2:5]1, predict the reactants needed to synthesize it. The reactants are: [CH:1]1([O:6][C:7]2[CH:18]=[CH:17][C:10]([CH2:11][CH:12]([CH2:15][OH:16])[CH2:13][OH:14])=[CH:9][CH:8]=2)[CH2:5][CH2:4][CH2:3][CH2:2]1.C(O[CH:22](OCC)[CH2:23][CH2:24][CH2:25][NH:26][C:27](=[O:29])[CH3:28])C. (3) Given the product [F:5][C:6]1[CH:11]=[C:10]([N+:12]([O-:14])=[O:13])[C:9]([O:21][CH3:20])=[C:8]([F:16])[C:7]=1[O:2][CH3:1], predict the reactants needed to synthesize it. The reactants are: [CH3:1][O-:2].[Na+].[Na].[F:5][C:6]1[CH:11]=[C:10]([N+:12]([O-:14])=[O:13])[C:9](F)=[C:8]([F:16])[C:7]=1F.C(O)(=O)C[C:20](CC(O)=O)(C(O)=O)[OH:21]. (4) Given the product [C:38]([O:37][C:35]([NH:34][C:4]1[S:3][C:2]([C:48]2[C:47]([F:46])=[CH:52][CH:51]=[CH:50][C:49]=2[F:53])=[N:6][C:5]=1[C:7]([NH:9][C:10]1[CH:11]=[N:12][N:13]([CH:31]2[CH2:33][CH2:32]2)[C:14]=1[N:15]1[CH2:21][C:20]([F:23])([F:22])[CH2:19][N:18]([C:24]([O:26][C:27]([CH3:30])([CH3:29])[CH3:28])=[O:25])[CH2:17][CH2:16]1)=[O:8])=[O:36])([CH3:41])([CH3:40])[CH3:39], predict the reactants needed to synthesize it. The reactants are: Br[C:2]1[S:3][C:4]([NH:34][C:35]([O:37][C:38]([CH3:41])([CH3:40])[CH3:39])=[O:36])=[C:5]([C:7]([NH:9][C:10]2[CH:11]=[N:12][N:13]([CH:31]3[CH2:33][CH2:32]3)[C:14]=2[N:15]2[CH2:21][C:20]([F:23])([F:22])[CH2:19][N:18]([C:24]([O:26][C:27]([CH3:30])([CH3:29])[CH3:28])=[O:25])[CH2:17][CH2:16]2)=[O:8])[N:6]=1.O.O.[F-].[K+].[F:46][C:47]1[CH:52]=[CH:51][CH:50]=[C:49]([F:53])[C:48]=1B(O)O. (5) Given the product [O:1]1[C:5]2[CH:6]=[CH:7][C:8]([CH:10]([NH2:14])[CH3:11])=[CH:9][C:4]=2[O:3][CH2:2]1, predict the reactants needed to synthesize it. The reactants are: [O:1]1[C:5]2[CH:6]=[CH:7][C:8]([C:10](=O)[CH3:11])=[CH:9][C:4]=2[O:3][CH2:2]1.[OH-].[NH4+:14]. (6) Given the product [OH:5][C:2]([CH3:4])([CH3:3])[CH2:1][N:49]1[CH2:48][CH2:47][CH:46]([C:44]([N:41]2[CH2:42][CH2:43][CH:38]([CH2:37][O:36][C:29]3[N:28]=[CH:27][C:26]([C:25]4[C:20]5[CH:19]=[CH:18][N:17]([CH3:16])[C:21]=5[N:22]=[C:23]([C:52]#[N:53])[N:24]=4)=[CH:31][C:30]=3[C:32]([F:34])([F:33])[F:35])[CH2:39][CH2:40]2)=[O:45])[CH2:51][CH2:50]1, predict the reactants needed to synthesize it. The reactants are: [CH3:1][C:2]1([O:5][CH2:4]1)[CH3:3].C(N(CC)C(C)C)(C)C.Cl.[CH3:16][N:17]1[C:21]2[N:22]=[C:23]([C:52]#[N:53])[N:24]=[C:25]([C:26]3[CH:27]=[N:28][C:29]([O:36][CH2:37][CH:38]4[CH2:43][CH2:42][N:41]([C:44]([CH:46]5[CH2:51][CH2:50][NH:49][CH2:48][CH2:47]5)=[O:45])[CH2:40][CH2:39]4)=[C:30]([C:32]([F:35])([F:34])[F:33])[CH:31]=3)[C:20]=2[CH:19]=[CH:18]1.CN(C=O)C. (7) Given the product [Br:1][C:2]1[CH:9]=[C:8]([C:10]2[CH2:14][C:13]([C:19]3[CH:20]=[C:21]([Cl:26])[CH:22]=[C:23]([Cl:25])[CH:24]=3)([C:15]([F:16])([F:17])[F:18])[CH2:12][N:11]=2)[CH:7]=[CH:6][C:3]=1[CH2:4][NH:5][C:27](=[O:29])[CH3:28], predict the reactants needed to synthesize it. The reactants are: [Br:1][C:2]1[CH:9]=[C:8]([C:10]2[CH2:14][C:13]([C:19]3[CH:24]=[C:23]([Cl:25])[CH:22]=[C:21]([Cl:26])[CH:20]=3)([C:15]([F:18])([F:17])[F:16])[CH2:12][N:11]=2)[CH:7]=[CH:6][C:3]=1[CH2:4][NH2:5].[C:27](OC(=O)C)(=[O:29])[CH3:28]. (8) The reactants are: [O:1]=[S:2]1(=[O:22])[CH2:7][CH2:6][CH2:5][CH2:4][N:3]1[C:8]1[N:17]=[C:16]([C:18]([OH:20])=O)[C:15]([OH:21])=[C:14]2[C:9]=1[CH:10]=[CH:11][CH:12]=[N:13]2.Cl.CN(C)CCCN=C=NCC.ON1C2N=CC=CC=2N=N1.C(N(CC)CC)C.[Cl-].[F:53][C:54]1[CH:59]=[CH:58][C:57]([CH2:60][NH3+:61])=[C:56]([C:62]([NH:64][CH3:65])=[O:63])[CH:55]=1.[OH-].[Na+]. Given the product [O:22]=[S:2]1(=[O:1])[CH2:7][CH2:6][CH2:5][CH2:4][N:3]1[C:8]1[N:17]=[C:16]([C:18]([NH:61][CH2:60][C:57]2[CH:58]=[CH:59][C:54]([F:53])=[CH:55][C:56]=2[C:62]([NH:64][CH3:65])=[O:63])=[O:20])[C:15]([OH:21])=[C:14]2[C:9]=1[CH:10]=[CH:11][CH:12]=[N:13]2, predict the reactants needed to synthesize it.